Dataset: Catalyst prediction with 721,799 reactions and 888 catalyst types from USPTO. Task: Predict which catalyst facilitates the given reaction. (1) Reactant: [Cl:1][C:2]1[CH:8]=[CH:7][C:5]([NH2:6])=[C:4]([N+:9]([O-:11])=[O:10])[CH:3]=1.CC1C=CC(S(OC[CH2:24][CH2:25][S:26]([CH3:29])(=[O:28])=[O:27])(=O)=O)=CC=1.[C:30](=O)([O-])[O-].[Cs+].[Cs+]. Product: [Cl:1][C:2]1[CH:8]=[CH:7][C:5]([NH:6][CH2:24][CH:25]([S:26]([CH3:29])(=[O:28])=[O:27])[CH3:30])=[C:4]([N+:9]([O-:11])=[O:10])[CH:3]=1. The catalyst class is: 10. (2) Reactant: Cl.C(OC([NH:9][C@H:10]([CH:35]1[CH2:40][CH2:39][CH2:38][CH2:37][CH2:36]1)[C:11]([N:13]1[CH2:34][CH2:33][CH2:32][C@H:14]1[C:15]([NH:17][CH2:18][C:19]1[CH:24]=[C:23]([Cl:25])[CH:22]=[CH:21][C:20]=1[C:26]1[C:30](Cl)=[N:29][S:28][N:27]=1)=[O:16])=[O:12])=O)(C)(C)C. Product: [ClH:25].[NH2:9][C@H:10]([CH:35]1[CH2:40][CH2:39][CH2:38][CH2:37][CH2:36]1)[C:11]([N:13]1[CH2:34][CH2:33][CH2:32][C@H:14]1[C:15]([NH:17][CH2:18][C:19]1[CH:24]=[C:23]([Cl:25])[CH:22]=[CH:21][C:20]=1[C:26]1[CH:30]=[N:29][S:28][N:27]=1)=[O:16])=[O:12]. The catalyst class is: 2. (3) Reactant: [CH:1]1([NH:4][C:5](=[O:31])[C:6]2[CH:11]=[CH:10][C:9]([C:12]3[N:16]4[CH:17]=[C:18]([C:25]5[CH:30]=[CH:29][CH:28]=[CH:27][CH:26]=5)[N:19]=[C:20](S(C)(=O)=O)[C:15]4=[N:14][CH:13]=3)=[CH:8][CH:7]=2)[CH2:3][CH2:2]1.[CH2:32]([NH2:35])[CH:33]=[CH2:34]. Product: [CH2:32]([NH:35][C:20]1[C:15]2[N:16]([C:12]([C:9]3[CH:10]=[CH:11][C:6]([C:5]([NH:4][CH:1]4[CH2:3][CH2:2]4)=[O:31])=[CH:7][CH:8]=3)=[CH:13][N:14]=2)[CH:17]=[C:18]([C:25]2[CH:30]=[CH:29][CH:28]=[CH:27][CH:26]=2)[N:19]=1)[CH:33]=[CH2:34]. The catalyst class is: 9. (4) Reactant: C([Li])CCC.[CH3:6][O:7][C:8]1[CH:13]=[CH:12][CH:11]=[CH:10][C:9]=1[O:14][CH3:15].[I:16]I.[Cl-].[NH4+]. Product: [I:16][C:10]1[C:9]([O:14][CH3:15])=[C:8]([O:7][CH3:6])[CH:13]=[CH:12][CH:11]=1. The catalyst class is: 7. (5) Reactant: [NH2:1][C:2]1[CH:7]=[CH:6][C:5]([CH2:8][NH:9][C:10](=[O:16])[O:11][C:12]([CH3:15])([CH3:14])[CH3:13])=[CH:4][CH:3]=1.[C:17](Cl)(=[O:20])[CH:18]=[CH2:19]. Product: [C:17]([NH:1][C:2]1[CH:3]=[CH:4][C:5]([CH2:8][NH:9][C:10](=[O:16])[O:11][C:12]([CH3:13])([CH3:15])[CH3:14])=[CH:6][CH:7]=1)(=[O:20])[CH:18]=[CH2:19]. The catalyst class is: 1.